This data is from HIV replication inhibition screening data with 41,000+ compounds from the AIDS Antiviral Screen. The task is: Binary Classification. Given a drug SMILES string, predict its activity (active/inactive) in a high-throughput screening assay against a specified biological target. (1) The molecule is CC(=O)Nc1ccc(C(=O)NN2C(=O)C(Cl)C2C=Cc2ccccc2)cc1. The result is 1 (active). (2) The molecule is Nc1ncnc2c1[nH]c(=O)n2-c1ccccc1. The result is 0 (inactive). (3) The result is 0 (inactive). The molecule is CC1=NN2C(=O)C(c3ccccc3)SC2=NC(C)(C)C1. (4) The drug is O=c1ccc2ccc(O)cc2o1. The result is 0 (inactive). (5) The drug is Cn1c2ccccc2c2ccc3c(c21)C(=O)C=CC3=O. The result is 0 (inactive). (6) The compound is Cl.O=C1c2ccccc2Sc2ccccc2N1CCCCCN1CCN(c2ccc(F)cc2)CC1. The result is 0 (inactive). (7) The compound is COc1nc(N)c(N(C(C)=O)C(C)=O)c(O)n1. The result is 0 (inactive). (8) The drug is O=C(Nc1ccccc1)OCCN=C1c2ccccc2CCc2ccccc21. The result is 0 (inactive).